From a dataset of Catalyst prediction with 721,799 reactions and 888 catalyst types from USPTO. Predict which catalyst facilitates the given reaction. (1) Reactant: [NH2:1][C@@H:2]([CH2:30][N:31]1[CH2:36][CH2:35][C:34](OCC)([O:37]CC)[CH2:33][CH2:32]1)[CH2:3][O:4][C:5]1[CH:6]=[C:7]([C:11]2[CH:12]=[C:13]3[C:18](=[C:19]([NH2:21])[N:20]=2)[CH:17]=[N:16][C:15]2[CH:22]=[C:23]([O:28][CH3:29])[C:24]([O:26][CH3:27])=[CH:25][C:14]3=2)[CH:8]=[N:9][CH:10]=1.Cl. Product: [NH2:1][C@H:2]([CH2:3][O:4][C:5]1[CH:10]=[N:9][CH:8]=[C:7]([C:11]2[CH:12]=[C:13]3[C:18](=[C:19]([NH2:21])[N:20]=2)[CH:17]=[N:16][C:15]2[CH:22]=[C:23]([O:28][CH3:29])[C:24]([O:26][CH3:27])=[CH:25][C:14]3=2)[CH:6]=1)[CH2:30][N:31]1[CH2:32][CH2:33][C:34](=[O:37])[CH2:35][CH2:36]1. The catalyst class is: 11. (2) Reactant: [C:1]([O:5][C:6]([N:8]1[CH2:13][CH2:12][N:11]([C:14]2[C:15]([CH2:23][CH2:24][CH3:25])=[CH:16][C:17]([C:20]([OH:22])=[O:21])=[N:18][CH:19]=2)[CH2:10][CH2:9]1)=[O:7])([CH3:4])([CH3:3])[CH3:2].[F:26][C:27]1[C:32](O)=[C:31]([F:34])[C:30]([F:35])=[C:29]([F:36])[C:28]=1[F:37].C1(N=C=NC2CCCCC2)CCCCC1.O. Product: [F:26][C:27]1[C:28]([F:37])=[C:29]([F:36])[C:30]([F:35])=[C:31]([F:34])[C:32]=1[O:21][C:20]([C:17]1[N:18]=[CH:19][C:14]([N:11]2[CH2:10][CH2:9][N:8]([C:6]([O:5][C:1]([CH3:4])([CH3:3])[CH3:2])=[O:7])[CH2:13][CH2:12]2)=[C:15]([CH2:23][CH2:24][CH3:25])[CH:16]=1)=[O:22]. The catalyst class is: 13. (3) Reactant: [Br:1][C:2]1[C:3]([F:10])=[C:4]([OH:9])[C:5]([Cl:8])=[CH:6][CH:7]=1.Cl[C:12]([F:17])([F:16])C([O-])=O.[Na+].C(=O)([O-])[O-].[K+].[K+].O. Product: [Br:1][C:2]1[CH:7]=[CH:6][C:5]([Cl:8])=[C:4]([O:9][CH:12]([F:17])[F:16])[C:3]=1[F:10]. The catalyst class is: 9.